From a dataset of Reaction yield outcomes from USPTO patents with 853,638 reactions. Predict the reaction yield, written as a fraction of the theoretical maximum amount of product (1.0 means a 100% yield; for example, 0.34 means a 34% yield). (1) The reactants are [CH3:1][O:2][C:3]([C:5]1[NH:6][CH:7]=[C:8]([I:10])[CH:9]=1)=[O:4].C(N(CC)CC)C.[C:18]1([CH3:28])[CH:23]=[CH:22][C:21]([S:24](Cl)(=[O:26])=[O:25])=[CH:20][CH:19]=1. The catalyst is ClCCl.CN(C)C1C=CN=CC=1. The product is [CH3:1][O:2][C:3]([C:5]1[N:6]([S:24]([C:21]2[CH:22]=[CH:23][C:18]([CH3:28])=[CH:19][CH:20]=2)(=[O:26])=[O:25])[CH:7]=[C:8]([I:10])[CH:9]=1)=[O:4]. The yield is 0.750. (2) The reactants are Br[C:2]1[S:3][CH:4]=[CH:5][N:6]=1.[CH3:7][C:8]1[CH:9]=[C:10]([CH:12]=[C:13]([CH3:15])[CH:14]=1)[NH2:11].C1(C)C=CC(S(O)(=O)=O)=CC=1. The catalyst is C(O)(C)C.CCOC(C)=O. The product is [CH3:7][C:8]1[CH:9]=[C:10]([NH:11][C:2]2[S:3][CH:4]=[CH:5][N:6]=2)[CH:12]=[C:13]([CH3:15])[CH:14]=1. The yield is 0.270. (3) The reactants are F[C:2](F)(F)[C:3](O)=O.[NH:8]1[CH2:12][CH2:11][CH:10]([S:13]([C:16]2[CH:21]=[CH:20][C:19]([OH:22])=[CH:18][CH:17]=2)(=[O:15])=[O:14])[CH2:9]1.C([O-])(O)=O.[Na+].C=O.[C:30]1([CH2:36][C:37]#C)[CH:35]=[CH:34][CH:33]=[CH:32][CH:31]=1. The catalyst is CO.Cl[Cu]. The product is [C:30]1([CH2:36][C:37]#[C:2][CH2:3][N:8]2[CH2:12][CH2:11][CH:10]([S:13]([C:16]3[CH:21]=[CH:20][C:19]([OH:22])=[CH:18][CH:17]=3)(=[O:15])=[O:14])[CH2:9]2)[CH:35]=[CH:34][CH:33]=[CH:32][CH:31]=1. The yield is 0.690. (4) The reactants are [C:1]([C:3]1[CH:8]=[CH:7][C:6](Cl)=[CH:5][N:4]=1)#[N:2].[F-:10].[K+]. The catalyst is CN1CCCC1=O.C(OCC)(=O)C. The product is [C:1]([C:3]1[CH:8]=[CH:7][C:6]([F:10])=[CH:5][N:4]=1)#[N:2]. The yield is 0.480. (5) The reactants are [CH:1]1([CH2:7][N:8]2[C:12]([CH2:13][CH2:14][N:15]3[CH2:20][CH2:19][N:18]([C:21]4[CH:26]=[CH:25][CH:24]=[C:23]([N+:27]([O-])=O)[CH:22]=4)[CH2:17][CH2:16]3)=[N:11][N:10]([CH3:30])[C:9]2=[O:31])[CH2:6][CH2:5][CH2:4][CH2:3][CH2:2]1. The catalyst is CO.CC#N.[Pd]. The product is [NH2:27][C:23]1[CH:22]=[C:21]([N:18]2[CH2:17][CH2:16][N:15]([CH2:14][CH2:13][C:12]3[N:8]([CH2:7][CH:1]4[CH2:6][CH2:5][CH2:4][CH2:3][CH2:2]4)[C:9](=[O:31])[N:10]([CH3:30])[N:11]=3)[CH2:20][CH2:19]2)[CH:26]=[CH:25][CH:24]=1. The yield is 0.990. (6) The reactants are [Li]C(CC)C.C1CCCCC1.[CH2:12]([NH:14][C:15]([C:17]1[CH:21]=[CH:20][S:19][C:18]=1[Cl:22])=[O:16])[CH3:13].CN(CCN(C)C)C.[CH3:31][Si:32](Cl)([CH3:34])[CH3:33]. The catalyst is C1COCC1.CCOCC. The product is [Cl:22][C:18]1[S:19][CH:20]=[C:21]([Si:32]([CH3:34])([CH3:33])[CH3:31])[C:17]=1[C:15]([NH:14][CH2:12][CH3:13])=[O:16]. The yield is 0.110. (7) The reactants are [F:1][C:2]([F:19])([F:18])[O:3][C:4]1[CH:17]=[CH:16][C:7]([O:8][C:9]2[CH:15]=[CH:14][C:12](N)=[CH:11][CH:10]=2)=[CH:6][CH:5]=1.OS(O)(=O)=O.N([O-])=O.[Na+].[I-:29].[Na+]. The catalyst is COCCOC.O.CCOC(C)=O. The product is [I:29][C:12]1[CH:14]=[CH:15][C:9]([O:8][C:7]2[CH:16]=[CH:17][C:4]([O:3][C:2]([F:19])([F:18])[F:1])=[CH:5][CH:6]=2)=[CH:10][CH:11]=1. The yield is 0.670.